Dataset: Catalyst prediction with 721,799 reactions and 888 catalyst types from USPTO. Task: Predict which catalyst facilitates the given reaction. (1) Reactant: [O:1]=[C:2]1[NH:7][C:6]2=[N:8][NH:9][C:10]([CH:11]3[CH2:14][CH:13]([C:15]4[CH:16]=[C:17]([CH:20]=[CH:21][CH:22]=4)[CH:18]=[O:19])[CH2:12]3)=[C:5]2[CH:4]([C:23]2[CH:28]=[C:27]([F:29])[C:26]([F:30])=[CH:25][C:24]=2[F:31])[CH2:3]1.CO.[BH4-].[Na+]. Product: [OH:19][CH2:18][C:17]1[CH:16]=[C:15]([CH:13]2[CH2:12][CH:11]([C:10]3[NH:9][N:8]=[C:6]4[C:5]=3[CH:4]([C:23]3[CH:28]=[C:27]([F:29])[C:26]([F:30])=[CH:25][C:24]=3[F:31])[CH2:3][C:2](=[O:1])[NH:7]4)[CH2:14]2)[CH:22]=[CH:21][CH:20]=1. The catalyst class is: 1. (2) Product: [Cl:1][C:2]1[CH:7]=[CH:6][CH:5]=[CH:4][C:3]=1[C:8]1[CH:13]=[CH:12][N:11]=[CH:10][C:9]=1[N:14]([CH2:15][CH2:16][F:17])[C:23](=[O:24])[C:22]1[CH:26]=[C:27]([C:29]([F:30])([F:31])[F:32])[CH:28]=[C:20]([C:19]([F:18])([F:33])[F:34])[CH:21]=1. The catalyst class is: 243. Reactant: [Cl:1][C:2]1[CH:7]=[CH:6][CH:5]=[CH:4][C:3]=1[C:8]1[CH:13]=[CH:12][N:11]=[CH:10][C:9]=1[NH:14][CH2:15][CH2:16][F:17].[F:18][C:19]([F:34])([F:33])[C:20]1[CH:21]=[C:22]([CH:26]=[C:27]([C:29]([F:32])([F:31])[F:30])[CH:28]=1)[C:23](Cl)=[O:24]. (3) Reactant: [Cl:1][C:2]1[CH:11]=[C:10]([C:12](Cl)=[O:13])[C:9]2[C:4](=[CH:5][CH:6]=[CH:7][CH:8]=2)[N:3]=1.[CH2:15]([N:17](CC)[CH2:18]C)C.Cl.CNC. Product: [CH3:15][N:17]([CH3:18])[C:12]([C:10]1[C:9]2[C:4](=[CH:5][CH:6]=[CH:7][CH:8]=2)[N:3]=[C:2]([Cl:1])[CH:11]=1)=[O:13]. The catalyst class is: 22.